Dataset: Catalyst prediction with 721,799 reactions and 888 catalyst types from USPTO. Task: Predict which catalyst facilitates the given reaction. (1) Reactant: Cl.[CH2:2]([N:4]1[CH2:20][C:19]([CH3:22])([CH3:21])[O:18][C:6]2([CH2:11][CH2:10][N:9](C(=O)C(F)(F)F)[CH2:8][CH2:7]2)[CH2:5]1)[CH3:3].[OH-].[Li+].O. Product: [CH2:2]([N:4]1[CH2:5][C:6]2([CH2:11][CH2:10][NH:9][CH2:8][CH2:7]2)[O:18][C:19]([CH3:21])([CH3:22])[CH2:20]1)[CH3:3]. The catalyst class is: 1. (2) Reactant: [Cl:1][C:2]1[C:3]([F:25])=[C:4]([NH:9][C:10]2[C:19]3[C:14](=[CH:15][C:16]([O:23][CH3:24])=[C:17]([N+:20]([O-])=O)[CH:18]=3)[N:13]=[CH:12][N:11]=2)[CH:5]=[CH:6][C:7]=1[Cl:8]. Product: [Cl:1][C:2]1[C:3]([F:25])=[C:4]([NH:9][C:10]2[C:19]3[C:14](=[CH:15][C:16]([O:23][CH3:24])=[C:17]([NH2:20])[CH:18]=3)[N:13]=[CH:12][N:11]=2)[CH:5]=[CH:6][C:7]=1[Cl:8]. The catalyst class is: 94.